This data is from Full USPTO retrosynthesis dataset with 1.9M reactions from patents (1976-2016). The task is: Predict the reactants needed to synthesize the given product. (1) Given the product [CH3:77][N:78]1[CH:82]([C:83]([OH:85])=[O:84])[CH2:81][N:80]([C:90]2[CH:95]=[N:94][CH:93]=[CH:92][N:91]=2)[C:79]1=[O:96], predict the reactants needed to synthesize it. The reactants are: CN1C(C(OC(C)(C)C)=O)CNC1=O.ClC1C=NC=CN=1.C(=O)([O-])[O-].[Cs+].[Cs+].CC1(C)C2C(=C(P(C3C=CC=CC=3)C3C=CC=CC=3)C=CC=2)OC2C(P(C3C=CC=CC=3)C3C=CC=CC=3)=CC=CC1=2.FC(F)(F)C(O)=O.[CH3:77][N:78]1[CH:82]([C:83]([O:85]C(C)(C)C)=[O:84])[CH2:81][N:80]([C:90]2[CH:95]=[N:94][CH:93]=[CH:92][N:91]=2)[C:79]1=[O:96]. (2) Given the product [NH:1]1[C:5]2=[N:6][CH:7]=[CH:8][CH:9]=[C:4]2[C:3](/[CH:10]=[C:11]2\[O:12][C:13]3[C:20]([CH2:21][N:22]4[CH2:27][CH2:26][NH:25][CH2:24][CH2:23]4)=[CH:19][CH:18]=[CH:17][C:14]=3[C:15]\2=[O:16])=[CH:2]1, predict the reactants needed to synthesize it. The reactants are: [NH:1]1[C:5]2=[N:6][CH:7]=[CH:8][CH:9]=[C:4]2[C:3](/[CH:10]=[C:11]2\[O:12][C:13]3[C:20]([CH2:21][N:22]4[CH2:27][CH2:26][N:25](C(OC(C)(C)C)=O)[CH2:24][CH2:23]4)=[CH:19][CH:18]=[CH:17][C:14]=3[C:15]\2=[O:16])=[CH:2]1.Cl.